Predict the product of the given reaction. From a dataset of Forward reaction prediction with 1.9M reactions from USPTO patents (1976-2016). (1) Given the reactants [Si:1]([O:8][CH:9]([C:18]([F:21])([F:20])[F:19])[CH2:10][CH2:11][C:12]1[CH:17]=[CH:16][CH:15]=[CH:14][N:13]=1)([C:4]([CH3:7])([CH3:6])[CH3:5])([CH3:3])[CH3:2].[Li+].[CH3:23]C([N-]C(C)C)C.CI, predict the reaction product. The product is: [Si:1]([O:8][CH:9]([C:18]([F:19])([F:21])[F:20])[CH2:10][CH:11]([C:12]1[CH:17]=[CH:16][CH:15]=[CH:14][N:13]=1)[CH3:23])([C:4]([CH3:7])([CH3:6])[CH3:5])([CH3:3])[CH3:2]. (2) Given the reactants [NH2:1][C:2]1[CH:6]=[CH:5][S:4][C:3]=1[C:7]([O:9][CH3:10])=[O:8].[CH3:11][O:12][C:13]1[CH:18]=[CH:17][C:16]([S:19](Cl)(=[O:21])=[O:20])=[CH:15][CH:14]=1.N1C=CC=CC=1, predict the reaction product. The product is: [CH3:11][O:12][C:13]1[CH:14]=[CH:15][C:16]([S:19]([NH:1][C:2]2[CH:6]=[CH:5][S:4][C:3]=2[C:7]([O:9][CH3:10])=[O:8])(=[O:21])=[O:20])=[CH:17][CH:18]=1. (3) Given the reactants Cl[C:2]1[N:7]=[C:6]([Cl:8])[N:5]=[C:4]([O:9][CH2:10][C:11]([F:14])([F:13])[F:12])[N:3]=1.[NH2:15][C:16]1[CH:28]=[CH:27][C:19]([C:20]([O:22][C:23]([CH3:26])([CH3:25])[CH3:24])=[O:21])=[CH:18][CH:17]=1, predict the reaction product. The product is: [Cl:8][C:6]1[N:5]=[C:4]([O:9][CH2:10][C:11]([F:14])([F:13])[F:12])[N:3]=[C:2]([NH:15][C:16]2[CH:28]=[CH:27][C:19]([C:20]([O:22][C:23]([CH3:24])([CH3:25])[CH3:26])=[O:21])=[CH:18][CH:17]=2)[N:7]=1. (4) The product is: [CH:1]1[C:13]2[CH:12]([CH2:14][O:15][C:16]([N:18]3[CH2:23][C@@H:22]([C:24](=[O:47])[NH:25][CH2:26][C:27]4([CH2:41][CH2:42][CH2:43][CH2:44][O:45][CH3:46])[C:40]5[CH:39]=[CH:38][CH:37]=[CH:36][C:35]=5[O:34][C:33]5[C:28]4=[CH:29][CH:30]=[CH:31][CH:32]=5)[CH2:21][C@@H:20]([NH:48][S:55]([C:54]4[CH:53]=[C:52]([CH3:59])[S:51][C:50]=4[CH3:49])(=[O:57])=[O:56])[CH2:19]3)=[O:17])[C:11]3[C:6](=[CH:7][CH:8]=[CH:9][CH:10]=3)[C:5]=2[CH:4]=[CH:3][CH:2]=1. Given the reactants [CH:1]1[C:13]2[CH:12]([CH2:14][O:15][C:16]([N:18]3[CH2:23][C@@H:22]([C:24](=[O:47])[NH:25][CH2:26][C:27]4([CH2:41][CH2:42][CH2:43][CH2:44][O:45][CH3:46])[C:40]5[CH:39]=[CH:38][CH:37]=[CH:36][C:35]=5[O:34][C:33]5[C:28]4=[CH:29][CH:30]=[CH:31][CH:32]=5)[CH2:21][C@@H:20]([NH2:48])[CH2:19]3)=[O:17])[C:11]3[C:6](=[CH:7][CH:8]=[CH:9][CH:10]=3)[C:5]=2[CH:4]=[CH:3][CH:2]=1.[CH3:49][C:50]1[S:51][C:52]([CH3:59])=[CH:53][C:54]=1[S:55](Cl)(=[O:57])=[O:56], predict the reaction product. (5) Given the reactants Cl[CH2:2][CH2:3]Cl.[Cl:5][SiH:6]([Cl:8])[Cl:7], predict the reaction product. The product is: [Cl:5][Si:6]([Cl:8])([Cl:7])[CH2:2][CH2:3][Si:6]([Cl:8])([Cl:7])[Cl:5].